This data is from Full USPTO retrosynthesis dataset with 1.9M reactions from patents (1976-2016). The task is: Predict the reactants needed to synthesize the given product. (1) Given the product [OH:14][CH:11]1[CH2:12][CH2:13][NH:8][CH:9]([C:15]([O:17][CH3:18])=[O:16])[CH2:10]1, predict the reactants needed to synthesize it. The reactants are: C([N:8]1[CH2:13][CH2:12][CH:11]([OH:14])[CH2:10][CH:9]1[C:15]([OH:17])=[O:16])C1C=CC=CC=1.[CH:18]([O-])=O.[NH4+]. (2) Given the product [CH3:36][C:33]1[N:34]=[CH:35][C:30]([C:28]([OH:29])=[O:27])=[N:31][CH:32]=1, predict the reactants needed to synthesize it. The reactants are: O1[C@H]2C[C@@]3(C)C(C4C[C@H](F)C5[C@@](C)([C@]124)C=CC(=O)C=5)C[C@@H](C)[C@]3([O:27][C:28]([C:30]1[CH:35]=[N:34][C:33]([CH3:36])=[CH:32][N:31]=1)=[O:29])C(OC)=O. (3) Given the product [C:16]([O:20][C:21]([N:23]1[CH2:28][CH2:27][N:26]([C:10]2[CH:11]=[CH:12][C:7]([S:4]([CH:1]3[CH2:3][CH2:2]3)(=[O:6])=[O:5])=[C:8]([F:15])[C:9]=2[F:14])[CH2:25][CH2:24]1)=[O:22])([CH3:19])([CH3:17])[CH3:18], predict the reactants needed to synthesize it. The reactants are: [CH:1]1([S:4]([C:7]2[CH:12]=[CH:11][C:10](F)=[C:9]([F:14])[C:8]=2[F:15])(=[O:6])=[O:5])[CH2:3][CH2:2]1.[C:16]([O:20][C:21]([N:23]1[CH2:28][CH2:27][NH:26][CH2:25][CH2:24]1)=[O:22])([CH3:19])([CH3:18])[CH3:17]. (4) Given the product [CH3:1][O:2][C:3]1[C:8]([C:9]([O-:11])=[O:10])=[C:7]([Cl:12])[CH:6]=[CH:5][C:4]=1[Cl:13].[Na+:15], predict the reactants needed to synthesize it. The reactants are: [CH3:1][O:2][C:3]1[C:4]([Cl:13])=[CH:5][CH:6]=[C:7]([Cl:12])[C:8]=1[C:9]([OH:11])=[O:10].[OH-].[Na+:15].C1(C)C=CC=CC=1.O. (5) Given the product [Cl:1][C:2]1[C:11]2=[N:12][N:13]([CH2:23][CH2:24][CH3:25])[C:14]([N:15]([CH2:26][CH3:27])[C:16](=[O:22])[O:17][C:18]([CH3:20])([CH3:19])[CH3:21])=[C:10]2[C:9]2[CH:8]=[CH:7][CH:6]=[CH:5][C:4]=2[N:3]=1, predict the reactants needed to synthesize it. The reactants are: [Cl:1][C:2]1[C:11]2=[N:12][N:13]([CH2:23][CH2:24][CH3:25])[C:14]([NH:15][C:16](=[O:22])[O:17][C:18]([CH3:21])([CH3:20])[CH3:19])=[C:10]2[C:9]2[CH:8]=[CH:7][CH:6]=[CH:5][C:4]=2[N:3]=1.[CH2:26](I)[CH3:27].[H-].[Na+].[Cl-].[NH4+].